Dataset: NCI-60 drug combinations with 297,098 pairs across 59 cell lines. Task: Regression. Given two drug SMILES strings and cell line genomic features, predict the synergy score measuring deviation from expected non-interaction effect. (1) Drug 1: CC(CN1CC(=O)NC(=O)C1)N2CC(=O)NC(=O)C2. Drug 2: CCN(CC)CCCC(C)NC1=C2C=C(C=CC2=NC3=C1C=CC(=C3)Cl)OC. Cell line: HT29. Synergy scores: CSS=68.9, Synergy_ZIP=-2.82, Synergy_Bliss=2.73, Synergy_Loewe=4.66, Synergy_HSA=5.87. (2) Drug 1: CCC1=CC2CC(C3=C(CN(C2)C1)C4=CC=CC=C4N3)(C5=C(C=C6C(=C5)C78CCN9C7C(C=CC9)(C(C(C8N6C)(C(=O)OC)O)OC(=O)C)CC)OC)C(=O)OC.C(C(C(=O)O)O)(C(=O)O)O. Drug 2: CC1C(C(CC(O1)OC2CC(CC3=C2C(=C4C(=C3O)C(=O)C5=CC=CC=C5C4=O)O)(C(=O)C)O)N)O. Cell line: MDA-MB-231. Synergy scores: CSS=43.3, Synergy_ZIP=-4.12, Synergy_Bliss=-2.63, Synergy_Loewe=1.02, Synergy_HSA=0.735. (3) Drug 1: C1CCC(CC1)NC(=O)N(CCCl)N=O. Drug 2: CN(CCCl)CCCl.Cl. Cell line: SK-MEL-28. Synergy scores: CSS=14.8, Synergy_ZIP=1.94, Synergy_Bliss=6.04, Synergy_Loewe=-0.138, Synergy_HSA=0.696. (4) Drug 1: C1=CC(=C2C(=C1NCCNCCO)C(=O)C3=C(C=CC(=C3C2=O)O)O)NCCNCCO. Cell line: NCI/ADR-RES. Synergy scores: CSS=1.71, Synergy_ZIP=-2.60, Synergy_Bliss=-4.93, Synergy_Loewe=-4.95, Synergy_HSA=-4.36. Drug 2: C1=CN(C=N1)CC(O)(P(=O)(O)O)P(=O)(O)O. (5) Drug 1: C1=NNC2=C1C(=O)NC=N2. Drug 2: N.N.Cl[Pt+2]Cl. Cell line: U251. Synergy scores: CSS=48.0, Synergy_ZIP=-1.32, Synergy_Bliss=-0.779, Synergy_Loewe=-17.6, Synergy_HSA=0.423. (6) Drug 1: C1C(C(OC1N2C=C(C(=O)NC2=O)F)CO)O. Drug 2: CC12CCC3C(C1CCC2O)C(CC4=C3C=CC(=C4)O)CCCCCCCCCS(=O)CCCC(C(F)(F)F)(F)F. Cell line: NCI-H226. Synergy scores: CSS=2.04, Synergy_ZIP=-2.16, Synergy_Bliss=-0.940, Synergy_Loewe=-3.72, Synergy_HSA=-1.43.